Task: Predict the product of the given reaction.. Dataset: Forward reaction prediction with 1.9M reactions from USPTO patents (1976-2016) (1) Given the reactants [Br:1][C:2]1[CH:3]=[CH:4][C:5]([C:8]([OH:10])=O)=[N:6][CH:7]=1.[CH2:11]([C:13]1[CH:14]=[C:15]([CH3:25])[C:16]([N:19]2[CH2:24][CH2:23][NH:22][CH2:21][CH2:20]2)=[N:17][CH:18]=1)[CH3:12], predict the reaction product. The product is: [Br:1][C:2]1[CH:3]=[CH:4][C:5]([C:8]([N:22]2[CH2:23][CH2:24][N:19]([C:16]3[C:15]([CH3:25])=[CH:14][C:13]([CH2:11][CH3:12])=[CH:18][N:17]=3)[CH2:20][CH2:21]2)=[O:10])=[N:6][CH:7]=1. (2) The product is: [C:1]([O:5][C:6]([N:8]1[CH2:12][CH2:11][C@H:10]([CH:13]=[CH2:14])[C@H:9]1[CH2:15][OH:16])=[O:7])([CH3:4])([CH3:3])[CH3:2]. Given the reactants [C:1]([O:5][C:6]([N:8]1[CH2:12][CH2:11][C@H:10]([CH:13]=[CH2:14])[C@H:9]1[CH2:15][O:16][Si](C(C)(C)C)(C1C=CC=CC=1)C1C=CC=CC=1)=[O:7])([CH3:4])([CH3:3])[CH3:2].CCCC[N+](CCCC)(CCCC)CCCC.[F-].O, predict the reaction product.